From a dataset of Full USPTO retrosynthesis dataset with 1.9M reactions from patents (1976-2016). Predict the reactants needed to synthesize the given product. Given the product [Br:1][C:2]1[CH:7]=[CH:6][C:5]([Cl:8])=[CH:4][C:3]=1[NH:9][CH2:10][CH:11]([C:20]1[O:24][N:23]=[C:22]([CH3:25])[CH:21]=1)[CH2:12][C:13]([O:15][C:16]([CH3:17])([CH3:18])[CH3:19])=[O:14].[Br:1][C:2]1[CH:7]=[CH:6][C:5]([Cl:8])=[CH:4][C:3]=1[NH:9][CH2:10][CH:11]([C:20]1[O:24][N:23]=[C:22]([CH3:25])[CH:21]=1)[CH2:12][CH2:13][O:15][C:16]([CH3:19])([CH3:17])[CH3:18], predict the reactants needed to synthesize it. The reactants are: [Br:1][C:2]1[CH:7]=[CH:6][C:5]([Cl:8])=[CH:4][C:3]=1[NH:9][C:10](=O)[CH:11]([C:20]1[O:24][N:23]=[C:22]([CH3:25])[CH:21]=1)[CH2:12][C:13]([O:15][C:16]([CH3:19])([CH3:18])[CH3:17])=[O:14].C1COCC1.B.C1COCC1.